From a dataset of Catalyst prediction with 721,799 reactions and 888 catalyst types from USPTO. Predict which catalyst facilitates the given reaction. (1) Reactant: Br[C:2]1[CH:18]=[CH:17][C:5]([O:6][CH:7]2[CH2:12][CH2:11][N:10]([CH:13]3COC3)[CH2:9]C2)=[CH:4][CH:3]=1.CN1CC[C@@H](O)C1.FC1C=CC([I:33])=CC=1.[H-].[Na+]. Product: [I:33][C:2]1[CH:3]=[CH:4][C:5]([O:6][C@@H:7]2[CH2:12][CH2:11][N:10]([CH3:9])[CH2:13]2)=[CH:17][CH:18]=1. The catalyst class is: 3. (2) Reactant: [Br:1][C:2]1[CH:3]=[CH:4][C:5]2[C:6]3[CH2:14][N:13]([C:15]([O:17][C:18]([CH3:21])([CH3:20])[CH3:19])=[O:16])[CH2:12][CH2:11][C:7]=3[NH:8][C:9]=2[CH:10]=1.[H-].[Na+].[CH3:24][CH:25]([Si:27](Cl)([CH:31]([CH3:33])[CH3:32])[CH:28]([CH3:30])[CH3:29])[CH3:26].O. Product: [Br:1][C:2]1[CH:3]=[CH:4][C:5]2[C:6]3[CH2:14][N:13]([C:15]([O:17][C:18]([CH3:21])([CH3:20])[CH3:19])=[O:16])[CH2:12][CH2:11][C:7]=3[N:8]([Si:27]([CH:31]([CH3:33])[CH3:32])([CH:28]([CH3:30])[CH3:29])[CH:25]([CH3:26])[CH3:24])[C:9]=2[CH:10]=1. The catalyst class is: 3. (3) Reactant: [CH2:1]([Li])CCC.[S:6]1[CH:10]=[CH:9][N:8]=[C:7]1[C:11]1([OH:21])[CH2:20][CH2:19][C:14]2([O:18][CH2:17][CH2:16][O:15]2)[CH2:13][CH2:12]1.CI.O. Product: [CH3:1][C:10]1[S:6][C:7]([C:11]2([OH:21])[CH2:12][CH2:13][C:14]3([O:18][CH2:17][CH2:16][O:15]3)[CH2:19][CH2:20]2)=[N:8][CH:9]=1. The catalyst class is: 49. (4) Reactant: [Cl:1][C:2]1[CH:3]=[C:4]([Mg]Br)[CH:5]=[CH:6][CH:7]=1.CON(C)[C:13]([C:15]1[CH:19]=[CH:18][N:17]([S:20](=[O:25])(=[O:24])[N:21]([CH3:23])[CH3:22])[N:16]=1)=[O:14]. Product: [CH3:22][N:21]([CH3:23])[S:20]([N:17]1[CH:18]=[CH:19][C:15]([C:13](=[O:14])[C:4]2[CH:5]=[CH:6][CH:7]=[C:2]([Cl:1])[CH:3]=2)=[N:16]1)(=[O:24])=[O:25]. The catalyst class is: 1. (5) Product: [ClH:20].[CH3:16][NH:15][S:14]([CH2:13][C@@H:8]([NH2:7])[CH2:9][CH:10]([CH3:11])[CH3:12])(=[O:17])=[O:18]. Reactant: C(OC(=O)[NH:7][C@H:8]([CH2:13][S:14](=[O:18])(=[O:17])[NH:15][CH3:16])[CH2:9][CH:10]([CH3:12])[CH3:11])(C)(C)C.[ClH:20]. The catalyst class is: 12. (6) Product: [F:9][C:8]1[CH:7]=[CH:6][C:5]([C:10]([C:11]2[N:16]([C:17]3[CH:22]=[CH:21][C:20]([F:23])=[C:19]([O:24][CH3:25])[CH:18]=3)[C:14]([SH:15])=[N:13][CH:12]=2)([CH3:28])[CH3:27])=[CH:4][C:3]=1[C:1]#[N:2]. Reactant: [C:1]([C:3]1[CH:4]=[C:5]([C:10]([CH3:28])([CH3:27])[C:11](=O)[CH2:12][NH:13][C:14]([NH:16][C:17]2[CH:22]=[CH:21][C:20]([F:23])=[C:19]([O:24][CH3:25])[CH:18]=2)=[S:15])[CH:6]=[CH:7][C:8]=1[F:9])#[N:2].C1(C)C=CC=CC=1. The catalyst class is: 52. (7) Reactant: [CH3:1][O:2][C:3]([C:5]1[CH:9]=[CH:8][N:7]([CH3:10])[C:6]=1[C:11]([C:14]([O:16][CH3:17])=[O:15])=[CH:12]O)=[O:4].C([O-])(=O)C.[NH4+:22]. Product: [CH3:1][O:2][C:3]([C:5]1[CH:9]=[CH:8][N:7]([CH3:10])[C:6]=1[C:11]([C:14]([O:16][CH3:17])=[O:15])=[CH:12][NH2:22])=[O:4]. The catalyst class is: 5.